Task: Predict the product of the given reaction.. Dataset: Forward reaction prediction with 1.9M reactions from USPTO patents (1976-2016) (1) Given the reactants [I:1][C:2]1[N:6]2[CH:7]=[CH:8][C:9]([C:11]([NH:13][NH2:14])=[O:12])=[CH:10][C:5]2=[N:4][CH:3]=1.C(N(CC)CC)C.[C:22](Cl)(=[O:27])[C:23]([CH3:26])([CH3:25])[CH3:24].S(=O)(=O)(O)O, predict the reaction product. The product is: [CH3:24][C:23]([CH3:26])([CH3:25])[C:22]([NH:14][NH:13][C:11]([C:9]1[CH:8]=[CH:7][N:6]2[C:2]([I:1])=[CH:3][N:4]=[C:5]2[CH:10]=1)=[O:12])=[O:27]. (2) Given the reactants [CH3:1][N:2]1[C:6]2[C:7]([C:24]([OH:26])=O)=[CH:8][C:9]([C:11]3[CH:16]=[CH:15][C:14]([C:17]4[CH:22]=[CH:21][CH:20]=[CH:19][C:18]=4[CH3:23])=[CH:13][CH:12]=3)=[CH:10][C:5]=2[N:4]=[N:3]1.CC[N:29]=C=NCCCN(C)C.Cl.Cl.C1C=CC2N(O)N=NC=2C=1.C(N(C(C)C)C(C)C)C.[Cl-].[NH4+], predict the reaction product. The product is: [CH3:1][N:2]1[C:6]2[C:7]([C:24]([NH2:29])=[O:26])=[CH:8][C:9]([C:11]3[CH:16]=[CH:15][C:14]([C:17]4[CH:22]=[CH:21][CH:20]=[CH:19][C:18]=4[CH3:23])=[CH:13][CH:12]=3)=[CH:10][C:5]=2[N:4]=[N:3]1. (3) Given the reactants [CH:1]1([CH2:8][C:9]([OH:11])=O)[CH2:7][CH2:6][CH2:5][CH2:4][CH2:3][CH2:2]1.O=S(Cl)[Cl:14], predict the reaction product. The product is: [CH:1]1([CH2:8][C:9]([Cl:14])=[O:11])[CH2:7][CH2:6][CH2:5][CH2:4][CH2:3][CH2:2]1. (4) Given the reactants [Cl:1][C:2]1[CH:37]=[CH:36][CH:35]=[CH:34][C:3]=1[CH2:4][O:5][C:6]1[CH:7]=[C:8]([CH:22]=[C:23]([O:25][CH2:26][C:27]2[CH:32]=[CH:31][CH:30]=[CH:29][C:28]=2[Cl:33])[CH:24]=1)[C:9]([NH:11][C:12]1[S:13][C:14]([C:17]([O:19]CC)=[O:18])=[CH:15][N:16]=1)=[O:10].[OH-].[Na+].Cl, predict the reaction product. The product is: [Cl:33][C:28]1[CH:29]=[CH:30][CH:31]=[CH:32][C:27]=1[CH2:26][O:25][C:23]1[CH:22]=[C:8]([CH:7]=[C:6]([O:5][CH2:4][C:3]2[CH:34]=[CH:35][CH:36]=[CH:37][C:2]=2[Cl:1])[CH:24]=1)[C:9]([NH:11][C:12]1[S:13][C:14]([C:17]([OH:19])=[O:18])=[CH:15][N:16]=1)=[O:10]. (5) Given the reactants Cl.C[O:3][C:4]1[CH:5]=[C:6]2[C:11](=[CH:12][CH:13]=1)[CH:10]=[C:9]([C:14](=[O:16])[CH3:15])[CH:8]=[CH:7]2, predict the reaction product. The product is: [OH:3][C:4]1[CH:5]=[C:6]2[C:11](=[CH:12][CH:13]=1)[CH:10]=[C:9]([C:14](=[O:16])[CH3:15])[CH:8]=[CH:7]2. (6) Given the reactants Cl[C:2]1[CH:9]=[CH:8][C:5]([CH:6]=[O:7])=[CH:4][CH:3]=1.[CH3:10][C:11]1[CH:16]=[CH:15][CH:14]=[CH:13][C:12]=1B(O)O.[F-].[K+], predict the reaction product. The product is: [CH:6]([C:5]1[CH:8]=[CH:9][C:2]([C:12]2[CH:13]=[CH:14][CH:15]=[CH:16][C:11]=2[CH3:10])=[CH:3][CH:4]=1)=[O:7].